From a dataset of NCI-60 drug combinations with 297,098 pairs across 59 cell lines. Regression. Given two drug SMILES strings and cell line genomic features, predict the synergy score measuring deviation from expected non-interaction effect. (1) Drug 1: C1C(C(OC1N2C=C(C(=O)NC2=O)F)CO)O. Drug 2: C1=CN(C=N1)CC(O)(P(=O)(O)O)P(=O)(O)O. Cell line: HOP-62. Synergy scores: CSS=27.1, Synergy_ZIP=-8.73, Synergy_Bliss=-6.76, Synergy_Loewe=-28.6, Synergy_HSA=-8.14. (2) Drug 1: C1=CC(=C2C(=C1NCCNCCO)C(=O)C3=C(C=CC(=C3C2=O)O)O)NCCNCCO. Drug 2: CC1=C2C(C(=O)C3(C(CC4C(C3C(C(C2(C)C)(CC1OC(=O)C(C(C5=CC=CC=C5)NC(=O)OC(C)(C)C)O)O)OC(=O)C6=CC=CC=C6)(CO4)OC(=O)C)O)C)O. Cell line: U251. Synergy scores: CSS=49.6, Synergy_ZIP=-5.40, Synergy_Bliss=-6.87, Synergy_Loewe=-3.97, Synergy_HSA=-1.57. (3) Cell line: MDA-MB-231. Drug 2: CC12CCC3C(C1CCC2OP(=O)(O)O)CCC4=C3C=CC(=C4)OC(=O)N(CCCl)CCCl.[Na+]. Drug 1: CC12CCC(CC1=CCC3C2CCC4(C3CC=C4C5=CN=CC=C5)C)O. Synergy scores: CSS=13.9, Synergy_ZIP=0.391, Synergy_Bliss=6.45, Synergy_Loewe=4.84, Synergy_HSA=6.46. (4) Drug 1: C1=NC2=C(N=C(N=C2N1C3C(C(C(O3)CO)O)F)Cl)N. Drug 2: CC(C)(C#N)C1=CC(=CC(=C1)CN2C=NC=N2)C(C)(C)C#N. Cell line: OVCAR-8. Synergy scores: CSS=-2.02, Synergy_ZIP=-0.397, Synergy_Bliss=-4.87, Synergy_Loewe=-4.12, Synergy_HSA=-6.23. (5) Drug 1: C1CCC(C1)C(CC#N)N2C=C(C=N2)C3=C4C=CNC4=NC=N3. Drug 2: C1CC(=O)NC(=O)C1N2C(=O)C3=CC=CC=C3C2=O. Cell line: NCI-H322M. Synergy scores: CSS=-1.28, Synergy_ZIP=0.150, Synergy_Bliss=0.246, Synergy_Loewe=-0.541, Synergy_HSA=-0.555. (6) Drug 1: C1CN1P(=S)(N2CC2)N3CC3. Drug 2: C1=CC=C(C(=C1)C(C2=CC=C(C=C2)Cl)C(Cl)Cl)Cl. Cell line: OVCAR-5. Synergy scores: CSS=5.34, Synergy_ZIP=-4.53, Synergy_Bliss=-2.02, Synergy_Loewe=-10.9, Synergy_HSA=-2.25. (7) Drug 1: C1=CC(=C2C(=C1NCCNCCO)C(=O)C3=C(C=CC(=C3C2=O)O)O)NCCNCCO. Drug 2: C1=CC=C(C(=C1)C(C2=CC=C(C=C2)Cl)C(Cl)Cl)Cl. Cell line: OVCAR-5. Synergy scores: CSS=33.9, Synergy_ZIP=5.56, Synergy_Bliss=5.54, Synergy_Loewe=-22.7, Synergy_HSA=5.92. (8) Drug 1: CCN(CC)CCNC(=O)C1=C(NC(=C1C)C=C2C3=C(C=CC(=C3)F)NC2=O)C. Drug 2: C(CN)CNCCSP(=O)(O)O. Cell line: HCT-15. Synergy scores: CSS=-3.93, Synergy_ZIP=7.96, Synergy_Bliss=5.68, Synergy_Loewe=-1.07, Synergy_HSA=-1.55.